From a dataset of Reaction yield outcomes from USPTO patents with 853,638 reactions. Predict the reaction yield, written as a fraction of the theoretical maximum amount of product (1.0 means a 100% yield; for example, 0.34 means a 34% yield). The reactants are [Br:1][C:2]1[CH:3]=[C:4]([CH2:8][NH2:9])[CH:5]=[CH:6][CH:7]=1.O=[C:11]1[CH2:16][CH2:15][N:14]([C:17]([O:19][C:20]([CH3:23])([CH3:22])[CH3:21])=[O:18])[CH2:13][CH2:12]1.C(O[BH-](OC(=O)C)OC(=O)C)(=O)C.[Na+].C(O)(=O)C. The catalyst is ClCCl. The product is [Br:1][C:2]1[CH:3]=[C:4]([CH:5]=[CH:6][CH:7]=1)[CH2:8][NH:9][CH:11]1[CH2:16][CH2:15][N:14]([C:17]([O:19][C:20]([CH3:23])([CH3:22])[CH3:21])=[O:18])[CH2:13][CH2:12]1. The yield is 0.680.